Dataset: Forward reaction prediction with 1.9M reactions from USPTO patents (1976-2016). Task: Predict the product of the given reaction. (1) The product is: [CH3:20][O:19][N:18]([CH3:17])[C:6](=[O:15])[C:7]1[CH:8]=[C:9]([CH3:14])[N:10]=[C:11]([CH3:13])[CH:12]=1. Given the reactants C(O[C:6](=[O:15])[C:7]1[CH:12]=[C:11]([CH3:13])[N:10]=[C:9]([CH3:14])[CH:8]=1)CCC.Cl.[CH3:17][NH:18][O:19][CH3:20].C([Mg]Cl)(C)C, predict the reaction product. (2) The product is: [OH:4][C:5]1[CH:6]=[C:7]([CH:21]=[C:22]([O:24][CH2:25][C:26]2[CH:31]=[CH:30][CH:29]=[CH:28][C:27]=2[CH3:32])[CH:23]=1)[C:8]([NH:10][C:11]1[N:16]=[CH:15][C:14]([C:17]([O:19][CH3:20])=[O:18])=[CH:13][CH:12]=1)=[O:9]. Given the reactants C([O:4][C:5]1[CH:6]=[C:7]([CH:21]=[C:22]([O:24][CH2:25][C:26]2[CH:31]=[CH:30][CH:29]=[CH:28][C:27]=2[CH3:32])[CH:23]=1)[C:8]([NH:10][C:11]1[N:16]=[CH:15][C:14]([C:17]([O:19][CH3:20])=[O:18])=[CH:13][CH:12]=1)=[O:9])(=O)C.C[O-].[Na+].Cl.C(=O)(O)[O-].[Na+], predict the reaction product. (3) Given the reactants [C:1]([O:5][C:6]([NH:8][C@@H:9]([CH3:36])[C@@H:10]([C:30]1[CH:35]=[CH:34][CH:33]=[CH:32][CH:31]=1)[O:11][C:12]1[CH:13]=[C:14]2[C:18](=[CH:19][CH:20]=1)[N:17]([C:21]1[CH:22]=[C:23]([CH:27]=[CH:28][CH:29]=1)[C:24]([OH:26])=O)[N:16]=[CH:15]2)=[O:7])([CH3:4])([CH3:3])[CH3:2].CN(C(ON1N=[N:52][C:47]2[CH:48]=[CH:49][CH:50]=[N:51][C:46]1=2)=[N+](C)C)C.F[P-](F)(F)(F)(F)F.CN(C=[O:65])C, predict the reaction product. The product is: [C:1]([O:5][C:6](=[O:7])[NH:8][C@@H:9]([CH3:36])[C@H:10]([O:11][C:12]1[CH:13]=[C:14]2[C:18](=[CH:19][CH:20]=1)[N:17]([C:21]1[CH:29]=[CH:28][CH:27]=[C:23]([C:24]([N:51]3[CH2:50][CH2:49][CH2:48][C@@H:46]3[C:47](=[O:65])[NH2:52])=[O:26])[CH:22]=1)[N:16]=[CH:15]2)[C:30]1[CH:35]=[CH:34][CH:33]=[CH:32][CH:31]=1)([CH3:4])([CH3:3])[CH3:2]. (4) Given the reactants C(OC(N1CCC(C([O:20][C:21]2[CH:43]=[CH:42][C:24]3[C:25]4[N:29]([CH2:30][CH2:31][O:32][C:23]=3[CH:22]=2)[CH:28]=[C:27]([C:33]2[N:34]([CH:39]([CH3:41])[CH3:40])[N:35]=[C:36]([CH3:38])[N:37]=2)[N:26]=4)CC)CC1)=O)C1C=CC=CC=1.[H-].[Na+].[CH2:46]([O:48][C:49](=[O:58])[C:50](Br)([CH3:56])[C:51]([O:53][CH2:54][CH3:55])=[O:52])[CH3:47], predict the reaction product. The product is: [CH2:46]([O:48][C:49](=[O:58])[C:50]([O:20][C:21]1[CH:43]=[CH:42][C:24]2[C:25]3[N:29]([CH2:30][CH2:31][O:32][C:23]=2[CH:22]=1)[CH:28]=[C:27]([C:33]1[N:34]([CH:39]([CH3:41])[CH3:40])[N:35]=[C:36]([CH3:38])[N:37]=1)[N:26]=3)([CH3:56])[C:51]([O:53][CH2:54][CH3:55])=[O:52])[CH3:47]. (5) Given the reactants Br[C:2]1[C:10]2[C:9]([NH:11][C@H:12]([C:14]3[N:19]([C:20]4[CH:25]=[CH:24][CH:23]=[CH:22][CH:21]=4)[C:18](=[O:26])[C:17]4=[C:27]([CH3:30])[CH:28]=[CH:29][N:16]4[N:15]=3)[CH3:13])=[N:8][CH:7]=[N:6][C:5]=2[N:4]([CH2:31][O:32][CH2:33][CH2:34][Si:35]([CH3:38])([CH3:37])[CH3:36])[CH:3]=1.[CH3:39][S:40]([NH:43][C:44]1[CH:45]=[C:46](B(O)O)[CH:47]=[CH:48][CH:49]=1)(=[O:42])=[O:41].C(=O)([O-])[O-].[Na+].[Na+], predict the reaction product. The product is: [CH3:30][C:27]1[CH:28]=[CH:29][N:16]2[C:17]=1[C:18](=[O:26])[N:19]([C:20]1[CH:25]=[CH:24][CH:23]=[CH:22][CH:21]=1)[C:14]([C@@H:12]([NH:11][C:9]1[C:10]3[C:2]([C:48]4[CH:49]=[C:44]([NH:43][S:40]([CH3:39])(=[O:41])=[O:42])[CH:45]=[CH:46][CH:47]=4)=[CH:3][N:4]([CH2:31][O:32][CH2:33][CH2:34][Si:35]([CH3:37])([CH3:38])[CH3:36])[C:5]=3[N:6]=[CH:7][N:8]=1)[CH3:13])=[N:15]2. (6) Given the reactants Cl.[CH3:2][NH2:3].[C:4]([C:6]1[CH:11]=[CH:10][C:9]([S:12](Cl)(=[O:14])=[O:13])=[CH:8][CH:7]=1)#[N:5].Cl, predict the reaction product. The product is: [C:4]([C:6]1[CH:11]=[CH:10][C:9]([S:12]([NH:3][CH3:2])(=[O:14])=[O:13])=[CH:8][CH:7]=1)#[N:5]. (7) Given the reactants [NH:1]1[C:5]2=[N:6][CH:7]=[CH:8][N:9]=[C:4]2[N:3]=[C:2]1[C:10]([C@@H:13]1[C:26]2[C:21](=[N:22][C:23]([C:27]3[CH:32]=[CH:31][C:30]([C:33](=[O:35])[CH3:34])=[CH:29][CH:28]=3)=[CH:24][CH:25]=2)[O:20][C:19]2[C:14]1=[CH:15][CH:16]=[CH:17][C:18]=2[F:36])([CH3:12])[CH3:11].[CH3:37][Mg]Br, predict the reaction product. The product is: [NH:1]1[C:5]2=[N:6][CH:7]=[CH:8][N:9]=[C:4]2[N:3]=[C:2]1[C:10]([C@@H:13]1[C:26]2[C:21](=[N:22][C:23]([C:27]3[CH:28]=[CH:29][C:30]([C:33]([OH:35])([CH3:37])[CH3:34])=[CH:31][CH:32]=3)=[CH:24][CH:25]=2)[O:20][C:19]2[C:14]1=[CH:15][CH:16]=[CH:17][C:18]=2[F:36])([CH3:12])[CH3:11].